Dataset: Forward reaction prediction with 1.9M reactions from USPTO patents (1976-2016). Task: Predict the product of the given reaction. (1) Given the reactants [C:1]12([NH:11][C:12](=[O:20])[NH:13][CH2:14][CH2:15][CH2:16][C:17]([OH:19])=[O:18])[CH2:10][CH:5]3[CH2:6][CH:7]([CH2:9][CH:3]([CH2:4]3)[CH2:2]1)[CH2:8]2.[C:21]([O-])([O-])=O.[K+].[K+].IC, predict the reaction product. The product is: [CH3:21][O:18][C:17](=[O:19])[CH2:16][CH2:15][CH2:14][NH:13][C:12]([NH:11][C:1]12[CH2:8][CH:7]3[CH2:9][CH:3]([CH2:4][CH:5]([CH2:6]3)[CH2:10]1)[CH2:2]2)=[O:20]. (2) The product is: [CH2:23]1[CH:22]2[C:26]3([CH2:28][C:29]([NH:1][N:2]4[N:11]=[C:10]([N:12]5[CH2:17][CH2:16][O:15][CH2:14][CH2:13]5)[C:9]5[C:4](=[CH:5][CH:6]=[CH:7][CH:8]=5)[C:3]4=[O:18])=[O:39])[CH2:27][CH:20]([CH2:19][CH:24]1[CH2:25]3)[CH2:21]2. Given the reactants [NH2:1][N:2]1[N:11]=[C:10]([N:12]2[CH2:17][CH2:16][O:15][CH2:14][CH2:13]2)[C:9]2[C:4](=[CH:5][CH:6]=[CH:7][CH:8]=2)[C:3]1=[O:18].[CH2:19]1[CH:24]2[CH2:25][C:26]3([C:28]([O-])=[CH:29][N+]#N)[CH2:27][CH:20]1[CH2:21][CH:22]3[CH2:23]2.CN1CCCC1=[O:39], predict the reaction product. (3) Given the reactants [CH3:1][O:2][CH:3]([O:13][CH3:14])[CH2:4][C:5]1[N:12]=[CH:11][CH:10]=[CH:9][C:6]=1[C:7]#[N:8].C([O-])([O-])=[O:16].[Na+].[Na+].OO, predict the reaction product. The product is: [CH3:14][O:13][CH:3]([O:2][CH3:1])[CH2:4][C:5]1[N:12]=[CH:11][CH:10]=[CH:9][C:6]=1[C:7]([NH2:8])=[O:16]. (4) Given the reactants C1N(CCO)CCN(CCS(O)(=O)=O)C1.[Cl-].[Cl-].[Ca+2].[Na+].[Cl-].C1C(=O)NC(=O)N([C@@H]2O[C@H](COP(OP(O)(O)=O)(O)=O)[C@@H](O)[C@H]2O)C=1.[OH:46][CH:47]1[O:54][C@H:53]([CH2:55][OH:56])[C@@H:51]([OH:52])[C@H:49]([OH:50])[C@H:48]1[NH2:57].[NH2:58][CH2:59][C:60]([OH:62])=[O:61].CCCCCCCCCCCCOS([O-])(=O)=O.[Na+], predict the reaction product. The product is: [OH:46][CH:47]1[O:54][C@H:53]([CH2:55][OH:56])[C@@H:51]([OH:52])[C@H:49]([OH:50])[C@H:48]1[NH2:57].[NH2:58][CH2:59][C:60]([OH:62])=[O:61]. (5) Given the reactants [NH2:1][C:2]1[N:7]=[C:6]([Cl:8])[C:5]([NH:9]C=O)=[C:4]([Cl:12])[N:3]=1.C(O)C, predict the reaction product. The product is: [NH2:1][C:2]1[N:7]=[C:6]([Cl:8])[C:5]([NH2:9])=[C:4]([Cl:12])[N:3]=1.